This data is from Catalyst prediction with 721,799 reactions and 888 catalyst types from USPTO. The task is: Predict which catalyst facilitates the given reaction. (1) The catalyst class is: 2. Product: [CH2:1]([NH:8][C:9]1[C:18]2[C:13](=[CH:14][CH:15]=[CH:16][CH:17]=2)[N:12]=[C:11]([N:19]2[CH2:24][CH2:23][N:22]([C:32](=[O:36])[CH:33]([CH3:35])[CH3:34])[CH2:21][CH2:20]2)[N:10]=1)[C:2]1[CH:3]=[CH:4][CH:5]=[CH:6][CH:7]=1. Reactant: [CH2:1]([NH:8][C:9]1[C:18]2[C:13](=[CH:14][CH:15]=[CH:16][CH:17]=2)[N:12]=[C:11]([N:19]2[CH2:24][CH2:23][NH:22][CH2:21][CH2:20]2)[N:10]=1)[C:2]1[CH:7]=[CH:6][CH:5]=[CH:4][CH:3]=1.C(N(CC)CC)C.[C:32](Cl)(=[O:36])[CH:33]([CH3:35])[CH3:34]. (2) Reactant: N1C=CN=C1.[Br:6][C:7]1[CH:8]=[N:9][CH:10]=[CH:11][C:12]=1[CH2:13][CH2:14][CH2:15][OH:16].[Si:17](Cl)([C:20]([CH3:23])([CH3:22])[CH3:21])([CH3:19])[CH3:18]. Product: [Br:6][C:7]1[CH:8]=[N:9][CH:10]=[CH:11][C:12]=1[CH2:13][CH2:14][CH2:15][O:16][Si:17]([C:20]([CH3:23])([CH3:22])[CH3:21])([CH3:19])[CH3:18]. The catalyst class is: 4. (3) Reactant: [C:1]([O:5][C:6]([NH:8][C@H:9]1[CH2:13][CH2:12][N:11]([C:14](=[O:34])[CH2:15][N:16]([CH2:30][C:31]([OH:33])=[O:32])[C:17]2[CH:22]=[CH:21][CH:20]=[C:19]([O:23][C:24]3[CH:29]=[CH:28][CH:27]=[CH:26][CH:25]=3)[CH:18]=2)[CH2:10]1)=[O:7])([CH3:4])([CH3:3])[CH3:2].[F:35][C:36]1[C:41](O)=[C:40]([F:43])[C:39]([F:44])=[C:38]([F:45])[C:37]=1[F:46].C(N=C=NCCCN(C)C)C. Product: [C:1]([O:5][C:6]([NH:8][C@H:9]1[CH2:13][CH2:12][N:11]([C:14](=[O:34])[CH2:15][N:16]([CH2:30][C:31]([O:33][C:41]2[C:40]([F:43])=[C:39]([F:44])[C:38]([F:45])=[C:37]([F:46])[C:36]=2[F:35])=[O:32])[C:17]2[CH:22]=[CH:21][CH:20]=[C:19]([O:23][C:24]3[CH:25]=[CH:26][CH:27]=[CH:28][CH:29]=3)[CH:18]=2)[CH2:10]1)=[O:7])([CH3:4])([CH3:2])[CH3:3]. The catalyst class is: 39. (4) Reactant: Cl.[NH2:2][OH:3].[CH:4]1([C:7]([C:9]2[O:10][C:11]([C:22]3[CH:27]=[CH:26][C:25]([O:28][CH2:29][CH2:30][OH:31])=[CH:24][CH:23]=3)=[C:12]([C:14]3[CH:15]=[N:16][C:17]([O:20][CH3:21])=[CH:18][CH:19]=3)[N:13]=2)=O)[CH2:6][CH2:5]1. Product: [CH:4]1(/[C:7](/[C:9]2[O:10][C:11]([C:22]3[CH:27]=[CH:26][C:25]([O:28][CH2:29][CH2:30][OH:31])=[CH:24][CH:23]=3)=[C:12]([C:14]3[CH:15]=[N:16][C:17]([O:20][CH3:21])=[CH:18][CH:19]=3)[N:13]=2)=[N:2]\[OH:3])[CH2:6][CH2:5]1. The catalyst class is: 17. (5) Product: [CH2:1]([O:3][C:4](=[O:18])[NH:5][C:6]1[C:7]([F:17])=[CH:8][CH:9]=[C:10]([O:12][C:13]([F:15])([F:14])[F:16])[C:11]=1[I:24])[CH3:2]. Reactant: [CH2:1]([O:3][C:4](=[O:18])[NH:5][C:6]1[CH:11]=[C:10]([O:12][C:13]([F:16])([F:15])[F:14])[CH:9]=[CH:8][C:7]=1[F:17])[CH3:2].[Li]C(CC)C.[I:24]I.[NH4+].[Cl-]. The catalyst class is: 1. (6) Reactant: [CH:1]1([CH:7]([C:9]2[CH:13]=[C:12]([C:14]3[CH:19]=[CH:18][C:17]([C:20]([F:23])([F:22])[F:21])=[CH:16][CH:15]=3)[O:11][C:10]=2[CH2:24][CH3:25])O)[CH2:6][CH2:5][CH2:4][CH2:3][CH2:2]1.S(Cl)([Cl:28])=O.C(=O)([O-])O.[Na+].O. Product: [Cl:28][CH:7]([CH:1]1[CH2:6][CH2:5][CH2:4][CH2:3][CH2:2]1)[C:9]1[CH:13]=[C:12]([C:14]2[CH:19]=[CH:18][C:17]([C:20]([F:23])([F:22])[F:21])=[CH:16][CH:15]=2)[O:11][C:10]=1[CH2:24][CH3:25]. The catalyst class is: 11. (7) Reactant: P([O-])([O-])([O-])=O.[OH-].[Na+].[Na+].[Cl-].C[C@@H]([C@@H]1[C@@]2(C)[C@@H](O)C[C@@H]3[C@@]4(C)CC[C@@H](O)C[C@H]4C[C@@H](O)[C@H]3[C@@H]2CC1)C[CH2:13][C:14]([NH:16][CH2:17][CH2:18][S:19]([O-:22])(=[O:21])=[O:20])=O.[Na+].[CH2:46]1[N:51](CCS(O)(=O)=O)[CH2:50][CH2:49][O:48][CH2:47]1.Cl.CC1C(C)=C(OC(CCC(OCCO)=O)=O)C(C)=C2CCC(CCCC(CCCC(CCCC(C)C)C)C)(C)OC=12.O=C[C@@H]([C@H]([C@@H]([C@@H](CO)O)O)O)O. Product: [CH2:46]1[N:51]([CH2:50][CH2:49][OH:48])[CH2:13][CH2:14][N:16]([CH2:17][CH2:18][S:19]([OH:22])(=[O:20])=[O:21])[CH2:47]1. The catalyst class is: 408.